This data is from NCI-60 drug combinations with 297,098 pairs across 59 cell lines. The task is: Regression. Given two drug SMILES strings and cell line genomic features, predict the synergy score measuring deviation from expected non-interaction effect. Drug 1: C1=C(C(=O)NC(=O)N1)N(CCCl)CCCl. Drug 2: C1=NC2=C(N=C(N=C2N1C3C(C(C(O3)CO)O)F)Cl)N. Cell line: MALME-3M. Synergy scores: CSS=34.7, Synergy_ZIP=-6.25, Synergy_Bliss=-1.95, Synergy_Loewe=-17.4, Synergy_HSA=-0.121.